Dataset: CYP1A2 inhibition data for predicting drug metabolism from PubChem BioAssay. Task: Regression/Classification. Given a drug SMILES string, predict its absorption, distribution, metabolism, or excretion properties. Task type varies by dataset: regression for continuous measurements (e.g., permeability, clearance, half-life) or binary classification for categorical outcomes (e.g., BBB penetration, CYP inhibition). Dataset: cyp1a2_veith. (1) The compound is C[C@H](O)[C@@H]1C(=O)N2C(C(=O)O)=C(SCCN=CN)C[C@@H]12. The result is 0 (non-inhibitor). (2) The compound is CO/N=C1/c2cc(OC)ccc2O[C@@H](c2cccc(OC)c2)[C@H]1O. The result is 0 (non-inhibitor). (3) The molecule is CCOCC(=O)Nc1cc(C(=O)Nc2ccccc2)ccc1Cl. The result is 1 (inhibitor). (4) The drug is Nc1cc(=O)[nH]c(SCC(=O)Nc2ccc(S(=O)(=O)N3CCOCC3)cc2)n1. The result is 0 (non-inhibitor). (5) The compound is COc1ccccc1CN1CCC2(CC1)CCN(C(=O)c1cccc(F)c1)CC2. The result is 0 (non-inhibitor). (6) The drug is CCc1ccc(C(=O)COC(=O)C(Cc2ccccc2)NC(=O)C2CCC(C)CC2)cc1. The result is 0 (non-inhibitor). (7) The molecule is COc1ccc(OCc2nnc(SCC(=O)O)n2N)cc1. The result is 0 (non-inhibitor).